This data is from Catalyst prediction with 721,799 reactions and 888 catalyst types from USPTO. The task is: Predict which catalyst facilitates the given reaction. (1) Reactant: [CH:1]1([C:4]2[CH:41]=[N:40][C:7]3[N:8]([C:21]([NH:23][CH:24]([C:29]4[CH:34]=[CH:33][C:32]([O:35][C:36]([F:39])([F:38])[F:37])=[CH:31][CH:30]=4)[C:25]([OH:28])([CH3:27])[CH3:26])=[O:22])[CH2:9][C:10](=[O:20])[N:11](COCC[Si](C)(C)C)[C:6]=3[CH:5]=2)[CH2:3][CH2:2]1.FC(F)(F)C(O)=O. Product: [CH:1]1([C:4]2[CH:41]=[N:40][C:7]3[N:8]([C:21]([NH:23][CH:24]([C:29]4[CH:30]=[CH:31][C:32]([O:35][C:36]([F:37])([F:38])[F:39])=[CH:33][CH:34]=4)[C:25]([OH:28])([CH3:27])[CH3:26])=[O:22])[CH2:9][C:10](=[O:20])[NH:11][C:6]=3[CH:5]=2)[CH2:3][CH2:2]1. The catalyst class is: 6. (2) Reactant: [H-].[Na+].[F:3][C:4]1[CH:5]=[C:6]([C:11]2[C:15]([CH2:16][OH:17])=[C:14](/[CH:18]=[CH:19]/[C:20]3[CH:25]=[CH:24][CH:23]=[CH:22][CH:21]=3)[O:13][N:12]=2)[CH:7]=[CH:8][C:9]=1[F:10].Cl[C:27]1[CH:36]=[CH:35][C:30]([C:31]([O:33][CH3:34])=[O:32])=[CH:29][N:28]=1.[Cl-].[NH4+]. Product: [CH3:34][O:33][C:31](=[O:32])[C:30]1[CH:35]=[CH:36][C:27]([O:17][CH2:16][C:15]2[C:11]([C:6]3[CH:7]=[CH:8][C:9]([F:10])=[C:4]([F:3])[CH:5]=3)=[N:12][O:13][C:14]=2/[CH:18]=[CH:19]/[C:20]2[CH:21]=[CH:22][CH:23]=[CH:24][CH:25]=2)=[N:28][CH:29]=1. The catalyst class is: 20.